Dataset: Catalyst prediction with 721,799 reactions and 888 catalyst types from USPTO. Task: Predict which catalyst facilitates the given reaction. (1) Reactant: [NH2:1][C:2]1[CH:3]=[C:4]([C:8]2[N:13]=[C:12]([NH2:14])[N:11]=[C:10]([NH:15][CH3:16])[CH:9]=2)[CH:5]=[CH:6][CH:7]=1.[C:17](O)(=[O:21])[C:18]([CH3:20])=[O:19].C(N(CC)CC)C.C(P1(=O)OP(CCC)(=O)OP(CCC)(=O)O1)CC. Product: [NH2:14][C:12]1[N:13]=[C:8]([C:4]2[CH:3]=[C:2]([NH:1][C:17](=[O:21])[C:18](=[O:19])[CH3:20])[CH:7]=[CH:6][CH:5]=2)[CH:9]=[C:10]([NH:15][CH3:16])[N:11]=1. The catalyst class is: 10. (2) Product: [Cl:17][CH2:16][C:14]1[N:15]=[C:10]([N:1]2[CH2:6][CH2:5][CH:4]([CH2:7][OH:8])[CH2:3][CH2:2]2)[C:11]2[C:20]([C:21]3[CH:22]=[CH:23][CH:24]=[CH:25][CH:26]=3)=[CH:19][S:18][C:12]=2[N:13]=1. The catalyst class is: 8. Reactant: [NH:1]1[CH2:6][CH2:5][CH:4]([CH2:7][OH:8])[CH2:3][CH2:2]1.Cl[C:10]1[C:11]2[C:20]([C:21]3[CH:26]=[CH:25][CH:24]=[CH:23][CH:22]=3)=[CH:19][S:18][C:12]=2[N:13]=[C:14]([CH2:16][Cl:17])[N:15]=1.C(N(CC)CC)C. (3) Reactant: [Cl:1][C:2]1[CH:3]=[C:4]2[C:9](=[CH:10][CH:11]=1)[C:8](=[O:12])O[C:6]([C:13]([OH:15])=[O:14])=[C:5]2[C:16]1[CH:21]=[CH:20][CH:19]=[CH:18][CH:17]=1.Cl.[CH3:23][O:24][NH2:25].C[O-].[Na+]. Product: [Cl:1][C:2]1[CH:3]=[C:4]2[C:9](=[CH:10][CH:11]=1)[C:8](=[O:12])[N:25]([O:24][CH3:23])[C:6]([C:13]([OH:15])=[O:14])=[C:5]2[C:16]1[CH:17]=[CH:18][CH:19]=[CH:20][CH:21]=1. The catalyst class is: 5. (4) Reactant: [Br:1][C:2]1[CH:3]=[C:4]2[C:9](=[CH:10][CH:11]=1)[NH:8][CH2:7][CH2:6][CH2:5]2.[CH:12]([CH:14]1[CH2:19][CH2:18][N:17]([C:20]([O:22][CH2:23][C:24]2[CH:29]=[CH:28][CH:27]=[CH:26][CH:25]=2)=[O:21])[CH2:16][CH2:15]1)=O.C(O[BH-](OC(=O)C)OC(=O)C)(=O)C.[Na+].C(OCC)(=O)C.CCCCCC. Product: [Br:1][C:2]1[CH:3]=[C:4]2[C:9](=[CH:10][CH:11]=1)[N:8]([CH2:12][CH:14]1[CH2:19][CH2:18][N:17]([C:20]([O:22][CH2:23][C:24]3[CH:25]=[CH:26][CH:27]=[CH:28][CH:29]=3)=[O:21])[CH2:16][CH2:15]1)[CH2:7][CH2:6][CH2:5]2. The catalyst class is: 417.